From a dataset of Reaction yield outcomes from USPTO patents with 853,638 reactions. Predict the reaction yield, written as a fraction of the theoretical maximum amount of product (1.0 means a 100% yield; for example, 0.34 means a 34% yield). (1) The reactants are [F:1][C:2]([F:28])([F:27])[C:3]1[CH:4]=[C:5]([NH:13][C:14](=[O:26])[C:15]2[CH:20]=[C:19](I)[CH:18]=[CH:17][C:16]=2[O:22][CH2:23][O:24][CH3:25])[CH:6]=[C:7]([C:9]([F:12])([F:11])[F:10])[CH:8]=1.C([Sn](CCCC)(CCCC)[C:34]1[CH:39]=[CH:38][CH:37]=[CH:36][N:35]=1)CCC.O. The catalyst is CN(C)C=O.Cl[Pd](Cl)([P](C1C=CC=CC=1)(C1C=CC=CC=1)C1C=CC=CC=1)[P](C1C=CC=CC=1)(C1C=CC=CC=1)C1C=CC=CC=1. The product is [F:1][C:2]([F:28])([F:27])[C:3]1[CH:4]=[C:5]([NH:13][C:14](=[O:26])[C:15]2[CH:20]=[C:19]([C:34]3[CH:39]=[CH:38][CH:37]=[CH:36][N:35]=3)[CH:18]=[CH:17][C:16]=2[O:22][CH2:23][O:24][CH3:25])[CH:6]=[C:7]([C:9]([F:12])([F:11])[F:10])[CH:8]=1. The yield is 0.208. (2) The catalyst is CN(C=O)C. The product is [Br:16][C:11]1[C:2]([Cl:1])=[CH:3][N:4]=[C:5]2[C:10]=1[N:9]=[C:8]([O:13][CH3:14])[CH:7]=[CH:6]2. The yield is 0.880. The reactants are [Cl:1][C:2]1[C:11](=O)[C:10]2[C:5](=[CH:6][CH:7]=[C:8]([O:13][CH3:14])[N:9]=2)[NH:4][CH:3]=1.P(Br)(Br)[Br:16].O.C(=O)([O-])[O-].[K+].[K+]. (3) The reactants are [Br:1][C:2]1[CH:10]=[CH:9][CH:8]=[C:7]2[C:3]=1[CH2:4][CH2:5][C:6]2=O.[BH4-].[Na+].[OH-].[Na+]. The catalyst is FC(F)(F)C(O)=O. The product is [Br:1][C:2]1[CH:10]=[CH:9][CH:8]=[C:7]2[C:3]=1[CH2:4][CH2:5][CH2:6]2. The yield is 0.550. (4) The reactants are [CH3:1][N:2]1[CH2:6][CH:5]([C:7]([O:9][C:10]([CH3:13])([CH3:12])[CH3:11])=[O:8])[NH:4][C:3]1=[O:14].O=C1N(C(OCC2C=CC=CC=2)=O)[C@H](C(O)=O)CN1.[H-].[Na+].ClC(Cl)(Cl)S(O[CH2:42][C:43]([F:46])([F:45])[F:44])(=O)=O. The catalyst is CN(C)C=O. The product is [CH3:1][N:2]1[CH2:6][CH:5]([C:7]([O:9][C:10]([CH3:11])([CH3:13])[CH3:12])=[O:8])[N:4]([CH2:42][C:43]([F:46])([F:45])[F:44])[C:3]1=[O:14]. The yield is 0.420. (5) The reactants are Cl[C:2]1[N:7]=[C:6]([N:8]2[CH:12]=[CH:11][C:10]([C:13]([F:16])([F:15])[F:14])=[N:9]2)[N:5]=[C:4]([O:17][CH3:18])[CH:3]=1.[Cl:19][C:20]1[CH:25]=[CH:24][C:23](B(O)O)=[CH:22][CH:21]=1.COC1C=C(C2C=CC=CC=2)N=C(N2C=CC(C(F)(F)F)=N2)N=1. No catalyst specified. The product is [CH3:18][O:17][C:4]1[CH:3]=[C:2]([C:23]2[CH:24]=[CH:25][C:20]([Cl:19])=[CH:21][CH:22]=2)[N:7]=[C:6]([N:8]2[CH:12]=[CH:11][C:10]([C:13]([F:16])([F:15])[F:14])=[N:9]2)[N:5]=1. The yield is 0.450.